This data is from Full USPTO retrosynthesis dataset with 1.9M reactions from patents (1976-2016). The task is: Predict the reactants needed to synthesize the given product. (1) Given the product [Br:21][C:22]1[C:23]([C:28]2[NH:32][N:31]=[CH:30][N:29]=2)=[C:24]([NH:27][C:18](=[O:19])[CH2:17][N:3]2[C:4]3[C:9](=[CH:8][C:7]([O:12][C:13]([F:16])([F:15])[F:14])=[CH:6][CH:5]=3)[CH:10]=[CH:11][C:2]2=[O:1])[S:25][CH:26]=1, predict the reactants needed to synthesize it. The reactants are: [O:1]=[C:2]1[CH:11]=[CH:10][C:9]2[C:4](=[CH:5][CH:6]=[C:7]([O:12][C:13]([F:16])([F:15])[F:14])[CH:8]=2)[N:3]1[CH2:17][C:18](O)=[O:19].[Br:21][C:22]1[C:23]([C:28]2[NH:32][N:31]=[CH:30][N:29]=2)=[C:24]([NH2:27])[S:25][CH:26]=1. (2) Given the product [OH:38][CH:36]([C:31]1[CH:32]=[CH:33][CH:34]=[CH:35][C:30]=1[O:29][CH2:28][CH2:27][C@@H:22]1[CH2:23][NH:24][CH2:25][CH2:26][N:21]1[C:19]([C:11]1[N:10]=[CH:9][N:8]([C@@H:3]2[CH2:4][CH2:5][CH2:6][CH2:7][C@:2]2([CH2:39][O:40][CH3:41])[OH:1])[C:12]=1[C:13]1[CH:18]=[CH:17][CH:16]=[CH:15][CH:14]=1)=[O:20])[CH3:37], predict the reactants needed to synthesize it. The reactants are: [OH:1][C@@:2]1([CH2:39][O:40][CH3:41])[CH2:7][CH2:6][CH2:5][CH2:4][C@H:3]1[N:8]1[C:12]([C:13]2[CH:18]=[CH:17][CH:16]=[CH:15][CH:14]=2)=[C:11]([C:19]([N:21]2[CH2:26][CH2:25][NH:24][CH2:23][C@H:22]2[CH2:27][CH2:28][O:29][C:30]2[CH:35]=[CH:34][CH:33]=[CH:32][C:31]=2[C:36](=[O:38])[CH3:37])=[O:20])[N:10]=[CH:9]1.N1(C[C@@H]2NCCN(C(OC(C)(C)C)=O)C2)C=CN=C1.[BH4-].[Na+].C(=O)([O-])O.[Na+]. (3) Given the product [C:1]([O:5][C:6]([N:8]([C:13]1[CH:27]=[CH:26][C:16]2[N:17]([CH2:21][C:22]([OH:24])=[O:23])[C:18](=[O:20])[O:19][C:15]=2[CH:14]=1)[S:9]([CH3:12])(=[O:10])=[O:11])=[O:7])([CH3:4])([CH3:2])[CH3:3], predict the reactants needed to synthesize it. The reactants are: [C:1]([O:5][C:6]([N:8]([C:13]1[CH:27]=[CH:26][C:16]2[N:17]([CH2:21][C:22]([O:24]C)=[O:23])[C:18](=[O:20])[O:19][C:15]=2[CH:14]=1)[S:9]([CH3:12])(=[O:11])=[O:10])=[O:7])([CH3:4])([CH3:3])[CH3:2].[Li+].[OH-].Cl. (4) Given the product [F:1][C:2]1[C:3]([C:22]2[S:26][C:25]([C:27]3([OH:31])[CH2:30][CH2:29][CH2:28]3)=[N:24][CH:23]=2)=[C:4]2[CH:10]=[C:9]([C:40]3[CH:39]=[CH:38][CH:37]=[C:36]([S:33]([CH3:32])(=[O:35])=[O:34])[CH:41]=3)[N:8]([S:12]([C:15]3[CH:21]=[CH:20][C:18]([CH3:19])=[CH:17][CH:16]=3)(=[O:14])=[O:13])[C:5]2=[N:6][CH:7]=1, predict the reactants needed to synthesize it. The reactants are: [F:1][C:2]1[C:3]([C:22]2[S:26][C:25]([C:27]3([OH:31])[CH2:30][CH2:29][CH2:28]3)=[N:24][CH:23]=2)=[C:4]2[CH:10]=[C:9](I)[N:8]([S:12]([C:15]3[CH:21]=[CH:20][C:18]([CH3:19])=[CH:17][CH:16]=3)(=[O:14])=[O:13])[C:5]2=[N:6][CH:7]=1.[CH3:32][S:33]([C:36]1[CH:37]=[C:38](B(O)O)[CH:39]=[CH:40][CH:41]=1)(=[O:35])=[O:34].C(=O)(O)[O-]. (5) Given the product [Cl:30][C:29]1[CH:28]=[CH:27][CH:26]=[C:25]([Cl:31])[C:24]=1[NH:23][C:16]1[CH:15]=[CH:14][CH:13]=[CH:18][C:17]=1[CH2:19][C:20]([O:11][CH2:10][CH2:9][C:6]1[CH:7]=[CH:8][C:3]([N:2]([CH3:1])[CH3:12])=[CH:4][CH:5]=1)=[O:21], predict the reactants needed to synthesize it. The reactants are: [CH3:1][N:2]([CH3:12])[C:3]1[CH:8]=[CH:7][C:6]([CH2:9][CH2:10][OH:11])=[CH:5][CH:4]=1.[CH:13]1[CH:18]=[C:17]([CH2:19][C:20](O)=[O:21])[C:16]([NH:23][C:24]2[C:29]([Cl:30])=[CH:28][CH:27]=[CH:26][C:25]=2[Cl:31])=[CH:15][CH:14]=1.C1(N=C=NC2CCCCC2)CCCCC1.[NH4+].[Cl-]. (6) Given the product [Cl:19][C:20]([Cl:24])=[CH:21][CH2:22][C:8]([CH2:7][C:6]1[CH:5]=[CH:4][C:3]([C:2]([F:15])([F:16])[F:1])=[CH:14][CH:13]=1)([C:11]#[N:12])[C:9]#[N:10], predict the reactants needed to synthesize it. The reactants are: [F:1][C:2]([F:16])([F:15])[C:3]1[CH:14]=[CH:13][C:6]([CH2:7][CH:8]([C:11]#[N:12])[C:9]#[N:10])=[CH:5][CH:4]=1.[H-].[Na+].[Cl:19][C:20]([Cl:24])=[CH:21][CH2:22]Cl. (7) Given the product [Cl:1][C:2]1[CH:7]=[CH:6][CH:5]=[C:4]([F:8])[C:3]=1[NH:9][C:10]1[NH:11][C:12]2[C:18]3[CH2:19][C:20]([CH3:22])([CH3:23])[O:21][C:17]=3[C:16]([C:24]([NH:34][C:33]3[CH:35]=[CH:36][C:37]([C:39]([F:40])([F:41])[F:42])=[CH:38][C:32]=3[CH3:31])=[O:26])=[CH:15][C:13]=2[N:14]=1, predict the reactants needed to synthesize it. The reactants are: [Cl:1][C:2]1[CH:7]=[CH:6][CH:5]=[C:4]([F:8])[C:3]=1[NH:9][C:10]1[NH:11][C:12]2[C:18]3[CH2:19][C:20]([CH3:23])([CH3:22])[O:21][C:17]=3[C:16]([C:24]([OH:26])=O)=[CH:15][C:13]=2[N:14]=1.S(Cl)(Cl)=O.[CH3:31][C:32]1[CH:38]=[C:37]([C:39]([F:42])([F:41])[F:40])[CH:36]=[CH:35][C:33]=1[NH2:34].CCN(C(C)C)C(C)C. (8) Given the product [F:1][C:2]1[C:3]([F:25])=[C:4]([F:24])[C:5]2[S:9][C:8](=[N:10][C:11](=[O:22])[C:12]3[CH:17]=[CH:16][CH:15]=[C:14]([C:18]([F:21])([F:19])[F:20])[CH:13]=3)[N:7]([CH:40]([CH2:45][CH3:46])[C:41]([OH:43])=[O:42])[C:6]=2[CH:23]=1, predict the reactants needed to synthesize it. The reactants are: [F:1][C:2]1[C:3]([F:25])=[C:4]([F:24])[C:5]2[S:9][C:8]([NH:10][C:11](=[O:22])[C:12]3[CH:17]=[CH:16][CH:15]=[C:14]([C:18]([F:21])([F:20])[F:19])[CH:13]=3)=[N:7][C:6]=2[CH:23]=1.FC(F)(F)C1C=C(C=CC=1)C(Cl)=O.Br[CH:40]([CH2:45][CH3:46])[C:41]([O:43]C)=[O:42].FC1C2N=C(NC(=O)C3C=CC(C)=CC=3)SC=2C=C(F)C=1.C1(C)C=CC(C(Cl)=O)=CC=1.BrCC(OCC)=O. (9) Given the product [F:1][C:2]1[CH:53]=[CH:52][C:51]([F:54])=[CH:50][C:3]=1[O:4][CH2:5][CH2:6][NH:7][CH2:8][C:10]1[CH:15]=[CH:14][C:13]([CH:16]2[CH2:21][CH2:20][N:19]([C:22]([O:24][CH2:25][C:26]3[CH:27]=[CH:28][CH:29]=[CH:30][CH:31]=3)=[O:23])[CH2:18][CH:17]2[O:32][CH2:33][C:34]2[CH:35]=[CH:36][C:37]3[O:42][CH2:41][CH2:40][N:39]([CH2:44][CH2:45][CH2:46][O:47][CH3:48])[C:38]=3[CH:49]=2)=[CH:12][CH:11]=1, predict the reactants needed to synthesize it. The reactants are: [F:1][C:2]1[CH:53]=[CH:52][C:51]([F:54])=[CH:50][C:3]=1[O:4][CH2:5][CH2:6][NH:7][C:8]([C:10]1[CH:15]=[CH:14][C:13]([CH:16]2[CH2:21][CH2:20][N:19]([C:22]([O:24][CH2:25][C:26]3[CH:31]=[CH:30][CH:29]=[CH:28][CH:27]=3)=[O:23])[CH2:18][CH:17]2[O:32][CH2:33][C:34]2[CH:35]=[CH:36][C:37]3[O:42][CH2:41][C:40](=O)[N:39]([CH2:44][CH2:45][CH2:46][O:47][CH3:48])[C:38]=3[CH:49]=2)=[CH:12][CH:11]=1)=O.B1C2CCCC1CCC2.C(CN)O.